Dataset: Forward reaction prediction with 1.9M reactions from USPTO patents (1976-2016). Task: Predict the product of the given reaction. (1) Given the reactants [Cl:1][C:2]1[CH:3]=[C:4]([CH:8]=[C:9]([O:11][CH3:12])[N:10]=1)[C:5]([OH:7])=[O:6].[C:13]([O-])([O-])=O.[K+].[K+].CI, predict the reaction product. The product is: [CH3:13][O:6][C:5](=[O:7])[C:4]1[CH:8]=[C:9]([O:11][CH3:12])[N:10]=[C:2]([Cl:1])[CH:3]=1. (2) Given the reactants [NH:1]1[CH2:6][CH2:5][CH2:4][CH2:3][CH2:2]1.C(N(C(C)C)C(C)C)C.[OH:16][C:17]1[C:22]2[O:23][C:24]([C:32]3[CH:37]=[CH:36][CH:35]=[CH:34][CH:33]=3)([C:26]3[CH:31]=[CH:30][CH:29]=[CH:28][CH:27]=3)[O:25][C:21]=2[CH:20]=[C:19]([C:38](Cl)=[O:39])[CH:18]=1, predict the reaction product. The product is: [OH:16][C:17]1[C:22]2[O:23][C:24]([C:26]3[CH:27]=[CH:28][CH:29]=[CH:30][CH:31]=3)([C:32]3[CH:37]=[CH:36][CH:35]=[CH:34][CH:33]=3)[O:25][C:21]=2[CH:20]=[C:19]([C:38]([N:1]2[CH2:6][CH2:5][CH2:4][CH2:3][CH2:2]2)=[O:39])[CH:18]=1. (3) Given the reactants [F:1][C:2]1[CH:11]=[C:10]2[C:5]([CH:6]=[C:7]([C:25]([NH:27][NH2:28])=[NH:26])[N:8]=[C:9]2[O:12][C@H:13]2[CH2:17][CH2:16][N:15]([C:18]([O:20][C:21]([CH3:24])([CH3:23])[CH3:22])=[O:19])[CH2:14]2)=[CH:4][CH:3]=1.C1N=CN([C:34](N2C=NC=C2)=[O:35])C=1, predict the reaction product. The product is: [F:1][C:2]1[CH:11]=[C:10]2[C:5]([CH:6]=[C:7]([C:25]3[NH:26][C:34](=[O:35])[NH:28][N:27]=3)[N:8]=[C:9]2[O:12][C@H:13]2[CH2:17][CH2:16][N:15]([C:18]([O:20][C:21]([CH3:24])([CH3:22])[CH3:23])=[O:19])[CH2:14]2)=[CH:4][CH:3]=1. (4) Given the reactants [C:1]([C:3]1[CH:4]=[C:5]([S:9]([N:12]2[CH:17]([CH3:18])[CH2:16][N:15](CC3C=CC=CC=3)[CH2:14][CH:13]2[CH3:26])(=[O:11])=[O:10])[CH:6]=[CH:7][CH:8]=1)#[N:2].ClC(OC(Cl)C)=O, predict the reaction product. The product is: [C:1]([C:3]1[CH:4]=[C:5]([S:9]([N:12]2[C@H:17]([CH3:18])[CH2:16][NH:15][CH2:14][C@@H:13]2[CH3:26])(=[O:10])=[O:11])[CH:6]=[CH:7][CH:8]=1)#[N:2]. (5) Given the reactants [O:1]=[C:2]1[N:8]([CH2:9][O:10][CH2:11][CH2:12][Si:13]([CH3:16])([CH3:15])[CH3:14])[C:7]2[C:17]([C:21](OC)=[O:22])=[CH:18][CH:19]=[CH:20][C:6]=2[CH2:5][CH2:4][CH2:3]1.[BH4-].[Li+].C(=O)([O-])O.[Na+].COC(C)(C)C, predict the reaction product. The product is: [OH:22][CH2:21][C:17]1[C:7]2[N:8]([CH2:9][O:10][CH2:11][CH2:12][Si:13]([CH3:16])([CH3:15])[CH3:14])[C:2](=[O:1])[CH2:3][CH2:4][CH2:5][C:6]=2[CH:20]=[CH:19][CH:18]=1. (6) Given the reactants CN(C=O)C.B.[Na].O.S(=O)(=O)(O)O.[CH:14]12[CH2:20][CH:17]([CH:18]=[CH:19]1)[CH:16]1[C:21]([O:23][C:24](=O)[CH:15]21)=[O:22], predict the reaction product. The product is: [C:17]12[CH2:20][CH:14]([CH2:19][CH2:18]1)[CH:15]1[C:16]=2[C:21](=[O:22])[O:23][CH2:24]1.